This data is from Reaction yield outcomes from USPTO patents with 853,638 reactions. The task is: Predict the reaction yield, written as a fraction of the theoretical maximum amount of product (1.0 means a 100% yield; for example, 0.34 means a 34% yield). (1) The reactants are CN(C)C([N:5]1[C:9]2=[N:10][CH:11]=[C:12]([Br:14])[CH:13]=[C:8]2[C:7]([C:15]2[O:19][CH:18]=[N:17][CH:16]=2)=[CH:6]1)=O.[OH-].[Na+]. The catalyst is CCO. The product is [Br:14][C:12]1[CH:13]=[C:8]2[C:7]([C:15]3[O:19][CH:18]=[N:17][CH:16]=3)=[CH:6][NH:5][C:9]2=[N:10][CH:11]=1. The yield is 0.910. (2) The reactants are [O:1]=[C:2]1[CH:7]2[CH2:8][CH:4]([CH2:5][CH:6]2[C:9]([OH:11])=O)[O:3]1.[NH2:12][CH:13]([C:28]([CH3:31])([CH3:30])[CH3:29])[C:14]([NH:16][CH:17]([CH:22]1[CH2:27][CH2:26][CH2:25][CH2:24][CH2:23]1)[C:18](=[O:21])[NH:19][CH3:20])=[O:15].CCN(C(C)C)C(C)C.CN(C(ON1N=NC2C=CC=NC1=2)=[N+](C)C)C.F[P-](F)(F)(F)(F)F. The catalyst is CN(C=O)C. The product is [CH:22]1([C@H:17]([NH:16][C:14]([C@@H:13]([NH:12][C:9]([C@@H:6]2[CH2:5][C@@H:4]3[CH2:8][C@H:7]2[C:2](=[O:1])[O:3]3)=[O:11])[C:28]([CH3:30])([CH3:29])[CH3:31])=[O:15])[C:18]([NH:19][CH3:20])=[O:21])[CH2:23][CH2:24][CH2:25][CH2:26][CH2:27]1. The yield is 0.920. (3) The reactants are F[P-](F)(F)(F)(F)F.CN(C(N1C2C(=NC=CC=2)[N+]([O-])=N1)=[N+](C)C)C.[F:25][C:26]1[CH:31]=[CH:30][CH:29]=[CH:28][C:27]=1[N:32]1[C:40]2[C:35](=[C:36]([N:41]3[CH2:48][C@@H:47]4[C@@H:43]([NH:44][CH2:45][CH2:46]4)[C:42]3=[O:49])[CH:37]=[CH:38][CH:39]=2)[CH:34]=[N:33]1.[OH:50][C:51]([CH3:56])([CH3:55])[C:52](O)=[O:53].C(N(CC)CC)C. The catalyst is CN(C)C=O. The product is [F:25][C:26]1[CH:31]=[CH:30][CH:29]=[CH:28][C:27]=1[N:32]1[C:40]2[C:35](=[C:36]([N:41]3[CH2:48][C@@H:47]4[C@@H:43]([N:44]([C:52](=[O:53])[C:51]([OH:50])([CH3:56])[CH3:55])[CH2:45][CH2:46]4)[C:42]3=[O:49])[CH:37]=[CH:38][CH:39]=2)[CH:34]=[N:33]1. The yield is 0.380.